This data is from Catalyst prediction with 721,799 reactions and 888 catalyst types from USPTO. The task is: Predict which catalyst facilitates the given reaction. Reactant: ClC(Cl)(O[C:5](=[O:11])OC(Cl)(Cl)Cl)Cl.[CH:13]([N:16]1[C:20]2[N:21]=[C:22]([C:31]3[CH:36]=[CH:35][C:34]([NH2:37])=[CH:33][CH:32]=3)[N:23]=[C:24]([N:25]3[CH2:30][CH2:29][O:28][CH2:27][CH2:26]3)[C:19]=2[N:18]=[N:17]1)([CH3:15])[CH3:14].[NH:38]1[CH:42]=[CH:41][C:40]([NH2:43])=[CH:39]1.CCN(CC)CC. Product: [CH:13]([N:16]1[C:20]2[N:21]=[C:22]([C:31]3[CH:32]=[CH:33][C:34]([NH:37][C:5]([NH:43][C:40]4[CH:41]=[CH:42][NH:38][CH:39]=4)=[O:11])=[CH:35][CH:36]=3)[N:23]=[C:24]([N:25]3[CH2:30][CH2:29][O:28][CH2:27][CH2:26]3)[C:19]=2[N:18]=[N:17]1)([CH3:15])[CH3:14]. The catalyst class is: 2.